This data is from Human liver microsome stability data. The task is: Regression/Classification. Given a drug SMILES string, predict its absorption, distribution, metabolism, or excretion properties. Task type varies by dataset: regression for continuous measurements (e.g., permeability, clearance, half-life) or binary classification for categorical outcomes (e.g., BBB penetration, CYP inhibition). Dataset: hlm. (1) The compound is Cc1ccc2c(c1)CCN2C(=O)c1ccc2c(n1)N(C1CC1)C(C)C(=O)N2C. The result is 1 (stable in human liver microsomes). (2) The compound is Nc1ncnc2c1c(Oc1cc(C(F)(F)F)ccn1)nn2C1CCCC1. The result is 1 (stable in human liver microsomes). (3) The drug is COC(=O)Nc1ccc(-c2[nH]c([C@H](Cc3ccccc3)NC(=O)NCc3cc(Cl)ccc3-n3cnnn3)nc2Cl)cc1. The result is 1 (stable in human liver microsomes). (4) The drug is O=C(NC1CCOCC1)C1CCN(C(=O)NCc2ccc(Cl)cc2Cl)CC1. The result is 0 (unstable in human liver microsomes). (5) The molecule is CC(C)[C@H]1C(=O)C(=C2NS(=O)(=O)c3ccccc32)C(=O)N1Cc1ccccc1. The result is 0 (unstable in human liver microsomes). (6) The molecule is Cc1ccc(NC(=O)c2ccc3c(c2)N(C2CCCC2)C(C)C(=O)N3C)cc1. The result is 1 (stable in human liver microsomes). (7) The compound is COC[C@@H]1C[C@@H](C(=O)NCC2CCOCC2)CN(Cc2[nH]c(-c3ccncn3)nc2C)C1. The result is 1 (stable in human liver microsomes).